Task: Predict the product of the given reaction.. Dataset: Forward reaction prediction with 1.9M reactions from USPTO patents (1976-2016) (1) Given the reactants C(=O)([O-])[O-].[Cs+].[Cs+].Br[C:8]1[CH:13]=[CH:12][C:11]([CH:14]=[CH2:15])=[CH:10][CH:9]=1.[N:16]1([C:22]([O:24][C:25]([CH3:28])([CH3:27])[CH3:26])=[O:23])[CH2:21][CH2:20][NH:19][CH2:18][CH2:17]1.C1(P(C2CCCCC2)C2C=CC=CC=2C2C(C(C)C)=CC(C(C)C)=CC=2C(C)C)CCCCC1, predict the reaction product. The product is: [CH:14]([C:11]1[CH:12]=[CH:13][C:8]([N:19]2[CH2:18][CH2:17][N:16]([C:22]([O:24][C:25]([CH3:28])([CH3:27])[CH3:26])=[O:23])[CH2:21][CH2:20]2)=[CH:9][CH:10]=1)=[CH2:15]. (2) Given the reactants [N+:1]([C:4]1[N:9]=[CH:8][C:7]2[CH:10]=[CH:11][O:12][C:6]=2[C:5]=1[OH:13])([O-])=O.[Cl:14][C:15]1[CH:16]=[CH:17][C:18]2[N:19]([C:21]([C@@H:24](O)[CH3:25])=[N:22][N:23]=2)[N:20]=1.C1(P(C2C=CC=CC=2)C2C=CC=CC=2)C=CC=CC=1.N(C(OC(C)C)=O)=NC(OC(C)C)=O, predict the reaction product. The product is: [Cl:14][C:15]1[CH:16]=[CH:17][C:18]2[N:19]([C:21]([C@H:24]([O:13][C:5]3[C:6]4[O:12][CH:11]=[CH:10][C:7]=4[CH:8]=[N:9][C:4]=3[NH2:1])[CH3:25])=[N:22][N:23]=2)[N:20]=1. (3) Given the reactants Cl[CH2:2][CH2:3][CH2:4][CH2:5][O:6][CH3:7].[Mg].II.[CH3:11][N:12]([CH3:25])[C:13]1(C#N)[CH2:22][CH2:21][C:16]2([O:20][CH2:19][CH2:18][O:17]2)[CH2:15][CH2:14]1.[NH4+].[Cl-], predict the reaction product. The product is: [CH3:7][O:6][CH2:5][CH2:4][CH2:3][CH2:2][C:13]1([N:12]([CH3:25])[CH3:11])[CH2:22][CH2:21][C:16]2([O:20][CH2:19][CH2:18][O:17]2)[CH2:15][CH2:14]1. (4) Given the reactants Cl.[Br:2][C:3]1[CH:8]=[CH:7][C:6]([CH:9]2[CH2:14][CH2:13][NH:12][CH2:11][CH2:10]2)=[CH:5][CH:4]=1.C([O-])([O-])=O.[K+].[K+].[CH3:21][C:22]([O:25][C:26](O[C:26]([O:25][C:22]([CH3:24])([CH3:23])[CH3:21])=[O:27])=[O:27])([CH3:24])[CH3:23], predict the reaction product. The product is: [C:26]([N:12]1[CH2:11][CH2:10][CH:9]([C:6]2[CH:7]=[CH:8][C:3]([Br:2])=[CH:4][CH:5]=2)[CH2:14][CH2:13]1)([O:25][C:22]([CH3:24])([CH3:23])[CH3:21])=[O:27].